From a dataset of Peptide-MHC class II binding affinity with 134,281 pairs from IEDB. Regression. Given a peptide amino acid sequence and an MHC pseudo amino acid sequence, predict their binding affinity value. This is MHC class II binding data. (1) The binding affinity (normalized) is 0.809. The peptide sequence is TSKLDAAYKLAYKTAEGATP. The MHC is HLA-DQA10501-DQB10301 with pseudo-sequence HLA-DQA10501-DQB10301. (2) The peptide sequence is EKKYFAATQFEPLAA. The MHC is HLA-DQA10301-DQB10301 with pseudo-sequence HLA-DQA10301-DQB10301. The binding affinity (normalized) is 0.389. (3) The peptide sequence is IMRIKKLTITGKGTL. The MHC is HLA-DPA10103-DPB10401 with pseudo-sequence HLA-DPA10103-DPB10401. The binding affinity (normalized) is 0.0998. (4) The peptide sequence is VTKKEEPVNIEAEPP. The MHC is DRB3_0101 with pseudo-sequence DRB3_0101. The binding affinity (normalized) is 0. (5) The peptide sequence is DKFTVFEAAFNDAIK. The MHC is DRB3_0202 with pseudo-sequence DRB3_0202. The binding affinity (normalized) is 0.283. (6) The peptide sequence is SKLKAEATTDGLGWY. The MHC is DRB1_1302 with pseudo-sequence DRB1_1302. The binding affinity (normalized) is 0.117. (7) The peptide sequence is YDKFLANVSNVLTGK. The MHC is DRB1_1302 with pseudo-sequence DRB1_1302. The binding affinity (normalized) is 0.843. (8) The peptide sequence is MKNLVWNDELAYVAQ. The MHC is HLA-DPA10201-DPB11401 with pseudo-sequence HLA-DPA10201-DPB11401. The binding affinity (normalized) is 0.269. (9) The peptide sequence is AFSPEVIPMFSALSEGA. The MHC is HLA-DQA10501-DQB10301 with pseudo-sequence HLA-DQA10501-DQB10301. The binding affinity (normalized) is 0.431.